This data is from Experimentally validated miRNA-target interactions with 360,000+ pairs, plus equal number of negative samples. The task is: Binary Classification. Given a miRNA mature sequence and a target amino acid sequence, predict their likelihood of interaction. (1) The miRNA is mmu-miR-211-5p with sequence UUCCCUUUGUCAUCCUUUGCCU. The protein sequence of the target gene is MLLAAVSLGLLLLAFLLLLRHLGWGLVAIGWFEFVQQPVHNLLMGGTKEQRILRHVQQHAKPGDPQSVLEAIDTYCSEKEWAMNVGDAKGQIMDAVIREYRPSLVLELGAYCGYSAVRMARLLPPGARLLTMEINPDYAAITQQMLDFAGLQDKVSILIGASQDLIPQLKKKYDVDTLDMVFLDHWKDRYLPDTLLLEECGLLRKGTVLLADNVIVPGTPDFLAYVRGSSSFECTHYSSYLEYMKVVDGLEKAVYQGPGSSPVKS. Result: 1 (interaction). (2) The protein sequence of the target gene is MGDDSEWLKLPVDQKCEHKLWKARLSGYEEALKIFQKIKDEKSPEWSKYLGLIKKFVTDSNAVVQLKGLEAALVYVENAHVAGKTTGEVVSGVVSKVFNQPKAKAKELGIEICLMYVEIEKGESVQEELLKGLDNKNPKIIVACIETLRKALSEFGSKIISLKPIIKVLPKLFESRDKAVRDEAKLFAIEIYRWNRDAVKHTLQNINSVQLKELEEEWVKLPTGAPKPSRFLRSQQELEAKLEQQQSAGGDAEGGGDDGDEVPQVDAYELLDAVEILSKLPKDFYDKIEAKKWQERKEAL.... The miRNA is hsa-miR-4433a-5p with sequence CGUCCCACCCCCCACUCCUGU. Result: 0 (no interaction). (3) The miRNA is hsa-miR-4714-5p with sequence AACUCUGACCCCUUAGGUUGAU. The protein sequence of the target gene is MLLELSEEHKEHLAFLPQVDSAVVAEFGRIAVEFLRRGANPKIYEGAARKLNVSSDTVQHGVEGLTYLLTESSKLMISELDFQDSVFVLGFSEELNKLLLQLYLDNRKEIRTILSELAPSLPSYHNLEWRLDVQLASRSLRQQIKPAVTIKLHLNQNGDHNTKVLQTDPATLLHLVQQLEQALEEMKTNHCRRVVRNIK. Result: 1 (interaction). (4) The protein sequence of the target gene is MEPRMESCLAQVLQKDVGKRLQVGQELIDYFSDKQKSADLEHDQTMLDKLVDGLATSWVNSSNYKVVLLGMDILSALVTRLQDRFKAQIGTVLPSLIDRLGDAKDSVREQDQTLLLKIMDQAANPQYVWDRMLGGFKHKNFRTREGICLCLIATLNASGAQTLTLSKIVPHICNLLGDPNSQVRDAAINSLVEIYRHVGERVRADLSKKGLPQSRLNVIFTKFDEVQKSGNMIQSANDKNFDDEDSVDGNRPSSASSTSSKAPPSSRRNVGMGTTRRLGSSTLGSKSSAAKEGAGAVDEE.... The miRNA is hsa-miR-4693-5p with sequence AUACUGUGAAUUUCACUGUCACA. Result: 1 (interaction). (5) Result: 0 (no interaction). The miRNA is hsa-miR-1266-3p with sequence CCCUGUUCUAUGCCCUGAGGGA. The protein sequence of the target gene is MGPVSLLPKYQKLNTWNGDLAKMTHLQAGLSPETIEKARLELNENPDVLHQDIQQVRDMIITRPDIGFLRTDDAFILRFLRARKFHQADAFRLLAQYFQYRQLNLDMFKNFKADDPGIKRALIDGFPGVLENRDHYGRKILLLFAANWDQSRNSFTDILRAILLSLEVLIEDPELQINGFILIIDWSNFSFKQASKLTPSILKLAIEGLQDSFPARFGGVHFVNQPWYIHALYTLIKPFLKDKTRKRIFLHGNNLNSLHQLIHPEFLPSEFGGTLPPYDMGTWARTLLGPDYSDENDYTH.... (6) The protein sequence of the target gene is MVLCFPLLLLLLVLWGPVCPLHAWPKRLTKAHWFEIQHIQPSPLQCNRAMSGINNYTQHCKHQNTFLHDSFQNVAAVCDLLSIVCKNRRHNCHQSSKPVNMTDCRLTSGKYPQCRYSAAAQYKFFIVACDPPQKSDPPYKLVPVHLDSIL. The miRNA is hsa-miR-517-5p with sequence CCUCUAGAUGGAAGCACUGUCU. Result: 0 (no interaction). (7) The miRNA is hsa-miR-377-5p with sequence AGAGGUUGCCCUUGGUGAAUUC. The protein sequence of the target gene is METDLNSQDRKDLDKFIKFFALKTVQVIVQARLGEKICTRSSSSPTGSDWFNLAIKDIPEVTHEAKKALAGQLPAVGRSMCVEISLKTSEGDSMELEIWCLEMNEKCDKEIKVSYTVYNRLSLLLKSLLAITRVTPAYRLSRKQGHEYVILYRIYFGEVQLSGLGEGFQTVRVGTVGTPVGTITLSCAYRINLAFMSTRQFERTPPIMGIIIDHFVDRPYPSSSPMHPCNYRTAGEDTGVIYPSVEDSQEVCTTSFSTSPPSQLSSSRLSYQPAALGVGSADLAYPVVFAAGLNATHPHQ.... Result: 1 (interaction). (8) The miRNA is hsa-miR-181b-5p with sequence AACAUUCAUUGCUGUCGGUGGGU. The protein sequence of the target gene is MASKKREVQLQTVINNQSLWDEMLQNKGLTVIDVYQAWCGPCRAMQPLFRKLKNELNEDEILHFAVAEADNIVTLQPFRDKCEPVFLFSVNGKIIEKIQGANAPLVNKKVINLIDEERKIAAGEMARPQYPEIPLVDSDSEVSEESPCESVQELYSIAIIKPDAVISKKVLEIKRKITKAGFIIEAEHKTVLTEEQVVNFYSRIADQCDFEEFVSFMTSGLSYILVVSQGSKHNPPSEETEPQTDTEPNERSEDQPEVEAQVTPGMMKNKQDSLQEYLERQHLAQLCDIEEDAANVAKFM.... Result: 0 (no interaction).